This data is from NCI-60 drug combinations with 297,098 pairs across 59 cell lines. The task is: Regression. Given two drug SMILES strings and cell line genomic features, predict the synergy score measuring deviation from expected non-interaction effect. (1) Drug 1: C(CC(=O)O)C(=O)CN.Cl. Drug 2: CCN(CC)CCCC(C)NC1=C2C=C(C=CC2=NC3=C1C=CC(=C3)Cl)OC. Cell line: ACHN. Synergy scores: CSS=20.3, Synergy_ZIP=-1.95, Synergy_Bliss=-1.28, Synergy_Loewe=-35.3, Synergy_HSA=-3.13. (2) Drug 1: CC12CCC(CC1=CCC3C2CCC4(C3CC=C4C5=CN=CC=C5)C)O. Drug 2: CC1OCC2C(O1)C(C(C(O2)OC3C4COC(=O)C4C(C5=CC6=C(C=C35)OCO6)C7=CC(=C(C(=C7)OC)O)OC)O)O. Cell line: A549. Synergy scores: CSS=47.0, Synergy_ZIP=4.85, Synergy_Bliss=5.52, Synergy_Loewe=-6.00, Synergy_HSA=6.76.